From a dataset of Forward reaction prediction with 1.9M reactions from USPTO patents (1976-2016). Predict the product of the given reaction. (1) The product is: [CH3:18][C:2]1[O:11][C:10]([C:12]2[CH:13]=[N:14][CH:15]=[CH:16][CH:17]=2)=[N:9][C:3]=1[CH2:4][C:5]([O:7][CH3:8])=[O:6]. Given the reactants O=[C:2]([CH3:18])[CH:3]([NH:9][C:10]([C:12]1[CH:13]=[N:14][CH:15]=[CH:16][CH:17]=1)=[O:11])[CH2:4][C:5]([O:7][CH3:8])=[O:6].P(Cl)(Cl)(Cl)=O, predict the reaction product. (2) Given the reactants [NH2:1][C:2]([O:4][CH:5]1[CH2:10][CH2:9][CH2:8][N:7]([C:11]2[N:12]=[C:13]3[CH:30]=[C:29]([C:31]([NH:33][C:34]4[S:35][CH:36]=[C:37]([CH:39]5[CH2:42][CH2:41][CH2:40]5)[N:38]=4)=[O:32])[CH:28]=[CH:27][N:14]3[C:15](=[O:26])[C:16]=2/[CH:17]=[CH:18]/[C:19]([O:21]C(C)(C)C)=[O:20])[CH2:6]1)=[O:3].Cl, predict the reaction product. The product is: [NH2:1][C:2]([O:4][CH:5]1[CH2:10][CH2:9][CH2:8][N:7]([C:11]2[N:12]=[C:13]3[CH:30]=[C:29]([C:31]([NH:33][C:34]4[S:35][CH:36]=[C:37]([CH:39]5[CH2:42][CH2:41][CH2:40]5)[N:38]=4)=[O:32])[CH:28]=[CH:27][N:14]3[C:15](=[O:26])[C:16]=2/[CH:17]=[CH:18]/[C:19]([OH:21])=[O:20])[CH2:6]1)=[O:3].